From a dataset of Full USPTO retrosynthesis dataset with 1.9M reactions from patents (1976-2016). Predict the reactants needed to synthesize the given product. (1) Given the product [CH2:31]([NH:30][C:22]1[S:23][C:24]2=[CH:25][N:26]=[CH:27][CH:28]=[C:29]2[C:21]=1[C:19]([C:15]1[CH:14]=[C:13]2[C:18](=[CH:17][CH:16]=1)[C:10](=[N:9][OH:8])[CH2:11][CH2:12]2)=[O:20])[CH3:32], predict the reactants needed to synthesize it. The reactants are: [Si]([O:8][N:9]=[C:10]1[C:18]2[C:13](=[CH:14][C:15]([C:19]([C:21]3[C:29]4[C:24](=[CH:25][N:26]=[CH:27][CH:28]=4)[S:23][C:22]=3[NH:30][CH2:31][CH3:32])=[O:20])=[CH:16][CH:17]=2)[CH2:12][CH2:11]1)(C(C)(C)C)(C)C.CCCC[N+](CCCC)(CCCC)CCCC.[F-]. (2) Given the product [C:1]([O:5][C:6]([N:8]1[CH2:9][CH2:10][CH:11]([C:14]2[CH:19]=[CH:18][C:17]([CH2:20][CH:21]([NH:23][C:24](=[O:26])[CH3:25])[CH3:22])=[CH:16][CH:15]=2)[CH2:12][CH2:13]1)=[O:7])([CH3:2])([CH3:3])[CH3:4], predict the reactants needed to synthesize it. The reactants are: [C:1]([O:5][C:6]([N:8]1[CH2:13][CH:12]=[C:11]([C:14]2[CH:19]=[CH:18][C:17]([CH2:20][CH:21]([NH:23][C:24](=[O:26])[CH3:25])[CH3:22])=[CH:16][CH:15]=2)[CH2:10][CH2:9]1)=[O:7])([CH3:4])([CH3:3])[CH3:2]. (3) Given the product [S:2]([N:12]1[C:16]2=[N:17][CH:18]=[C:19]([CH2:21][NH:22][C:23]([N:35]3[CH2:39][CH2:38][CH:37]([NH:40][C:41](=[O:47])[O:42][C:43]([CH3:44])([CH3:46])[CH3:45])[CH2:36]3)=[S:24])[N:20]=[C:15]2[CH:14]=[CH:13]1)([C:5]1[CH:6]=[CH:7][C:8]([CH3:9])=[CH:10][CH:11]=1)(=[O:3])=[O:4], predict the reactants needed to synthesize it. The reactants are: Cl.[S:2]([N:12]1[C:16]2=[N:17][CH:18]=[C:19]([CH2:21][NH2:22])[N:20]=[C:15]2[CH:14]=[CH:13]1)([C:5]1[CH:11]=[CH:10][C:8]([CH3:9])=[CH:7][CH:6]=1)(=[O:4])=[O:3].[C:23](N1C=CN=C1)(N1C=CN=C1)=[S:24].[NH:35]1[CH2:39][CH2:38][CH:37]([NH:40][C:41](=[O:47])[O:42][C:43]([CH3:46])([CH3:45])[CH3:44])[CH2:36]1.C([O-])(O)=O.[Na+]. (4) Given the product [NH:28]([C:2]1[C:10]2[C:5](=[CH:6][C:7]([CH2:11][N:12]([CH:20]3[CH2:22][CH2:21]3)[C:13](=[O:19])[O:14][C:15]([CH3:18])([CH3:17])[CH3:16])=[CH:8][CH:9]=2)[N:4]([CH2:23][CH2:24][CH2:25][O:26][CH3:27])[N:3]=1)[C:29]1[CH:34]=[CH:33][CH:32]=[CH:31][CH:30]=1, predict the reactants needed to synthesize it. The reactants are: Br[C:2]1[C:10]2[C:5](=[CH:6][C:7]([CH2:11][N:12]([CH:20]3[CH2:22][CH2:21]3)[C:13](=[O:19])[O:14][C:15]([CH3:18])([CH3:17])[CH3:16])=[CH:8][CH:9]=2)[N:4]([CH2:23][CH2:24][CH2:25][O:26][CH3:27])[N:3]=1.[NH2:28][C:29]1[CH:34]=[CH:33][CH:32]=[CH:31][CH:30]=1.C1(P(C2CCCCC2)C2C=CC=CC=2C2C(C(C)C)=CC(C(C)C)=CC=2C(C)C)CCCCC1.C(=O)([O-])[O-].[K+].[K+]. (5) Given the product [N:23]1[CH:28]=[C:27]([C:2]2[CH:7]=[CH:6][C:5]([C:8]([NH:11][C:12](=[O:22])[O:13][CH:14]3[CH:19]4[CH2:20][CH2:21][N:16]([CH2:17][CH2:18]4)[CH2:15]3)([CH3:10])[CH3:9])=[CH:4][CH:3]=2)[CH:26]=[N:25][CH:24]=1, predict the reactants needed to synthesize it. The reactants are: Br[C:2]1[CH:7]=[CH:6][C:5]([C:8]([NH:11][C:12](=[O:22])[O:13][CH:14]2[CH:19]3[CH2:20][CH2:21][N:16]([CH2:17][CH2:18]3)[CH2:15]2)([CH3:10])[CH3:9])=[CH:4][CH:3]=1.[N:23]1[CH:28]=[C:27](B(O)O)[CH:26]=[N:25][CH:24]=1.